Dataset: Merck oncology drug combination screen with 23,052 pairs across 39 cell lines. Task: Regression. Given two drug SMILES strings and cell line genomic features, predict the synergy score measuring deviation from expected non-interaction effect. (1) Drug 1: O=C(CCCCCCC(=O)Nc1ccccc1)NO. Drug 2: C#Cc1cccc(Nc2ncnc3cc(OCCOC)c(OCCOC)cc23)c1. Cell line: NCIH1650. Synergy scores: synergy=1.28. (2) Drug 1: COc1cc(C2c3cc4c(cc3C(OC3OC5COC(C)OC5C(O)C3O)C3COC(=O)C23)OCO4)cc(OC)c1O. Drug 2: Cn1nnc2c(C(N)=O)ncn2c1=O. Cell line: NCIH520. Synergy scores: synergy=-0.532. (3) Drug 1: CCC1=CC2CN(C1)Cc1c([nH]c3ccccc13)C(C(=O)OC)(c1cc3c(cc1OC)N(C)C1C(O)(C(=O)OC)C(OC(C)=O)C4(CC)C=CCN5CCC31C54)C2. Drug 2: Cn1c(=O)n(-c2ccc(C(C)(C)C#N)cc2)c2c3cc(-c4cnc5ccccc5c4)ccc3ncc21. Cell line: SKMES1. Synergy scores: synergy=23.1. (4) Drug 1: O=P1(N(CCCl)CCCl)NCCCO1. Drug 2: COC1CC2CCC(C)C(O)(O2)C(=O)C(=O)N2CCCCC2C(=O)OC(C(C)CC2CCC(OP(C)(C)=O)C(OC)C2)CC(=O)C(C)C=C(C)C(O)C(OC)C(=O)C(C)CC(C)C=CC=CC=C1C. Cell line: MDAMB436. Synergy scores: synergy=8.64. (5) Drug 1: CN1C(=O)C=CC2(C)C3CCC4(C)C(NC(=O)OCC(F)(F)F)CCC4C3CCC12. Drug 2: Nc1ccn(C2OC(CO)C(O)C2(F)F)c(=O)n1. Cell line: NCIH520. Synergy scores: synergy=0.363. (6) Cell line: NCIH520. Synergy scores: synergy=4.80. Drug 1: COC12C(COC(N)=O)C3=C(C(=O)C(C)=C(N)C3=O)N1CC1NC12. Drug 2: C=CCn1c(=O)c2cnc(Nc3ccc(N4CCN(C)CC4)cc3)nc2n1-c1cccc(C(C)(C)O)n1. (7) Drug 1: NC1(c2ccc(-c3nc4ccn5c(=O)[nH]nc5c4cc3-c3ccccc3)cc2)CCC1. Drug 2: Cn1cc(-c2cnn3c(N)c(Br)c(C4CCCNC4)nc23)cn1. Cell line: KPL1. Synergy scores: synergy=36.2. (8) Drug 1: CN(C)C(=N)N=C(N)N. Drug 2: C#Cc1cccc(Nc2ncnc3cc(OCCOC)c(OCCOC)cc23)c1. Cell line: NCIH1650. Synergy scores: synergy=-12.1.